From a dataset of Full USPTO retrosynthesis dataset with 1.9M reactions from patents (1976-2016). Predict the reactants needed to synthesize the given product. Given the product [CH2:18]([N:11]1[C:10](=[O:26])[C:9](=[C:7]2[N:6]([CH3:27])[C:5]3[CH:28]=[CH:29][C:2]([NH:1][C:38]([NH:40][C:41]([O:43][C:44]([CH3:47])([CH3:46])[CH3:45])=[O:42])=[N:37][C:35]([O:34][C:30]([CH3:33])([CH3:32])[CH3:31])=[O:36])=[CH:3][C:4]=3[S:8]2)[S:13][C:12]1=[N:14][C:15]1[CH:16]=[C:17]([C:18]#[N:19])[CH:20]=[CH:21][C:22]=1[NH:23][CH2:24][CH3:25])[C:17]1[CH:20]=[CH:21][CH:22]=[CH:15][CH:16]=1, predict the reactants needed to synthesize it. The reactants are: [NH2:1][C:2]1[CH:29]=[CH:28][C:5]2[N:6]([CH3:27])[C:7](=[C:9]3[S:13][C:12](=[N:14][C:15]4[CH:16]=[C:17]([CH:20]=[CH:21][C:22]=4[NH:23][CH2:24][CH3:25])[C:18]#[N:19])[NH:11][C:10]3=[O:26])[S:8][C:4]=2[CH:3]=1.[C:30]([O:34][C:35]([NH:37][C:38]([NH:40][C:41]([O:43][C:44]([CH3:47])([CH3:46])[CH3:45])=[O:42])=S)=[O:36])([CH3:33])([CH3:32])[CH3:31].